Dataset: Full USPTO retrosynthesis dataset with 1.9M reactions from patents (1976-2016). Task: Predict the reactants needed to synthesize the given product. (1) Given the product [CH2:9]([C:3]1[CH2:1][N:19]([CH2:18][CH2:17][C:11]2[CH:16]=[CH:15][CH:14]=[CH:13][CH:12]=2)[C:5](=[O:7])[CH:4]=1)[CH3:10], predict the reactants needed to synthesize it. The reactants are: [CH:1]([CH:3]([CH2:9][CH3:10])[CH2:4][C:5]([O:7]C)=O)=O.[C:11]1([CH2:17][CH2:18][NH2:19])[CH:16]=[CH:15][CH:14]=[CH:13][CH:12]=1. (2) Given the product [C:8]1([CH:7]2[O:6][CH2:5][CH:3]([OH:4])[CH2:2][O:1]2)[CH:13]=[CH:12][CH:11]=[CH:10][CH:9]=1, predict the reactants needed to synthesize it. The reactants are: [OH:1][CH2:2][CH:3]([CH2:5][OH:6])[OH:4].[CH:7](=O)[C:8]1[CH:13]=[CH:12][CH:11]=[CH:10][CH:9]=1.O. (3) Given the product [CH2:23]([C:20]1[CH:19]=[CH:18][C:17]([C:13]2[CH:14]=[N:15][CH:16]=[C:9]([Cl:8])[C:10]=2[C:11]#[N:12])=[CH:22][CH:21]=1)[C:24]1[CH:25]=[CH:26][CH:27]=[CH:28][CH:29]=1, predict the reactants needed to synthesize it. The reactants are: FC(F)(F)C(O)=O.[Cl:8][C:9]1[CH:16]=[N:15][CH:14]=[C:13]([C:17]2[CH:22]=[CH:21][C:20]([CH:23](O)[C:24]3[CH:29]=[CH:28][CH:27]=[CH:26][CH:25]=3)=[CH:19][CH:18]=2)[C:10]=1[C:11]#[N:12].C([SiH](CC)CC)C.